Dataset: Forward reaction prediction with 1.9M reactions from USPTO patents (1976-2016). Task: Predict the product of the given reaction. (1) Given the reactants [Br:1]Br.[Br:3][C:4]1[CH:9]=[C:8]([Cl:10])[CH:7]=[CH:6][C:5]=1[CH3:11], predict the reaction product. The product is: [Br:3][C:4]1[CH:9]=[C:8]([Cl:10])[CH:7]=[CH:6][C:5]=1[CH2:11][Br:1]. (2) The product is: [C:11]([O:10][C:8](=[O:9])[NH:7][CH2:6][C:2]1[S:1][CH:5]=[CH:4][CH:3]=1)([CH3:14])([CH3:13])[CH3:12]. Given the reactants [S:1]1[CH:5]=[CH:4][CH:3]=[C:2]1[CH2:6][NH2:7].[C:8](O[C:8]([O:10][C:11]([CH3:14])([CH3:13])[CH3:12])=[O:9])([O:10][C:11]([CH3:14])([CH3:13])[CH3:12])=[O:9], predict the reaction product. (3) Given the reactants [CH3:1][C:2]12[CH2:8][CH:5]([CH2:6][CH2:7]1)[C:4]([CH3:10])([CH3:9])[CH:3]2[NH2:11].[Cl:12][CH2:13][C:14](Cl)=[O:15], predict the reaction product. The product is: [Cl:12][CH2:13][C:14]([NH:11][CH:3]1[C:4]([CH3:10])([CH3:9])[CH:5]2[CH2:8][C:2]1([CH3:1])[CH2:7][CH2:6]2)=[O:15]. (4) Given the reactants [CH3:1][C:2]1[CH:7]=[CH:6][C:5]([C:8]2[CH:13]=[CH:12][CH:11]=[CH:10][CH:9]=2)=[C:4]([N+:14]([O-])=O)[C:3]=1[O:17][C:18]([C:31]1[CH:36]=[CH:35][CH:34]=[CH:33][CH:32]=1)([C:25]1[CH:30]=[CH:29][CH:28]=[CH:27][CH:26]=1)[C:19]1[CH:24]=[CH:23][CH:22]=[CH:21][CH:20]=1.C(OP(OCC)OCC)C, predict the reaction product. The product is: [CH3:1][C:2]1[CH:7]=[CH:6][C:5]2[C:8]3[C:13](=[CH:12][CH:11]=[CH:10][CH:9]=3)[NH:14][C:4]=2[C:3]=1[O:17][C:18]([C:31]1[CH:36]=[CH:35][CH:34]=[CH:33][CH:32]=1)([C:25]1[CH:26]=[CH:27][CH:28]=[CH:29][CH:30]=1)[C:19]1[CH:24]=[CH:23][CH:22]=[CH:21][CH:20]=1. (5) Given the reactants Br[C:2]1[C:11]2[O:10][CH:9]([CH3:12])[CH2:8][N:7]([C:13]([O:15][C:16]([CH3:19])([CH3:18])[CH3:17])=[O:14])[CH2:6][C:5]=2[S:4][CH:3]=1.[CH:20]1(B(O)O)[CH2:22][CH2:21]1.C1(P(C2CCCCC2)C2CCCCC2)CCCCC1.CC(C)([O-])C.[K+], predict the reaction product. The product is: [CH:20]1([C:2]2[C:11]3[O:10][CH:9]([CH3:12])[CH2:8][N:7]([C:13]([O:15][C:16]([CH3:19])([CH3:18])[CH3:17])=[O:14])[CH2:6][C:5]=3[S:4][CH:3]=2)[CH2:22][CH2:21]1. (6) Given the reactants [CH3:1][C:2]1[CH:10]=[C:9]2[C:5]([CH2:6][CH2:7][CH:8]2[NH2:11])=[CH:4][CH:3]=1.[NH:12]1[CH2:16][CH2:15][N:14]=[C:13]1S(O)(=O)=O, predict the reaction product. The product is: [NH:14]1[CH2:15][CH2:16][N:12]=[C:13]1[NH:11][CH:8]1[C:9]2[C:5](=[CH:4][CH:3]=[C:2]([CH3:1])[CH:10]=2)[CH2:6][CH2:7]1. (7) The product is: [CH2:1]([O:3][P:4]([C:9]1[C:13]([P:14]([O:19][CH2:20][CH3:21])([O:16][CH2:17][CH3:18])=[O:15])=[CH:12][S:11][C:10]=1[C:31]1[S:32][CH:33]=[CH:34][CH:35]=1)([O:6][CH2:7][CH3:8])=[O:5])[CH3:2]. Given the reactants [CH2:1]([O:3][P:4]([C:9]1[C:13]([P:14]([O:19][CH2:20][CH3:21])([O:16][CH2:17][CH3:18])=[O:15])=[CH:12][S:11][C:10]=1I)([O:6][CH2:7][CH3:8])=[O:5])[CH3:2].[Cu]C#N.C([Sn](CCCC)(CCCC)[C:31]1[S:32][CH:33]=[CH:34][CH:35]=1)CCC.[F-].[K+], predict the reaction product.